From a dataset of TCR-epitope binding with 47,182 pairs between 192 epitopes and 23,139 TCRs. Binary Classification. Given a T-cell receptor sequence (or CDR3 region) and an epitope sequence, predict whether binding occurs between them. (1) The epitope is RAKFKQLL. The TCR CDR3 sequence is CASSYTGSSNSPLHF. Result: 1 (the TCR binds to the epitope). (2) The epitope is GLIYNRMGAVTTEV. The TCR CDR3 sequence is CASSSRDSTSPLHF. Result: 0 (the TCR does not bind to the epitope). (3) The TCR CDR3 sequence is CASSPFGTDSPLHF. The epitope is KLWAQCVQL. Result: 0 (the TCR does not bind to the epitope). (4) The epitope is SEISMDNSPNL. The TCR CDR3 sequence is CASRLGPGQPYEQYF. Result: 0 (the TCR does not bind to the epitope). (5) The epitope is RLQSLQTYV. The TCR CDR3 sequence is CASSSQGAYGYTF. Result: 0 (the TCR does not bind to the epitope). (6) The epitope is SEISMDNSPNL. The TCR CDR3 sequence is CASSLRTGAETQYF. Result: 0 (the TCR does not bind to the epitope). (7) The epitope is RAKFKQLL. The TCR CDR3 sequence is CASSLDTGGNEQFF. Result: 0 (the TCR does not bind to the epitope).